Dataset: Catalyst prediction with 721,799 reactions and 888 catalyst types from USPTO. Task: Predict which catalyst facilitates the given reaction. (1) Reactant: [CH:1]([B-](F)(F)F)=[CH2:2].[K+].Br[C:9]1[CH:10]=[C:11]2[C:15](=[CH:16][CH:17]=1)[CH2:14][N:13]([C:18]([NH:20][C:21]1[CH:26]=[CH:25][C:24]([C:27](=[O:32])[NH:28][CH2:29][CH2:30][CH3:31])=[CH:23][CH:22]=1)=[O:19])[CH2:12]2.C(=O)(O)[O-].[Na+].O. Product: [CH2:29]([NH:28][C:27]([C:24]1[CH:23]=[CH:22][C:21]([NH:20][C:18]([N:13]2[CH2:12][C:11]3[C:15](=[CH:16][CH:17]=[C:9]([CH:1]=[CH2:2])[CH:10]=3)[CH2:14]2)=[O:19])=[CH:26][CH:25]=1)=[O:32])[CH2:30][CH3:31]. The catalyst class is: 558. (2) Reactant: [OH-].[Ba+2].[OH-].S([O-])([O-])(=O)=O.[Pt+2:9].[CH2:10]([NH:18][CH2:19][CH2:20][CH2:21][CH2:22][CH2:23][CH2:24][CH2:25][CH3:26])[CH2:11][CH2:12][CH2:13][CH2:14][CH2:15][CH2:16][CH3:17]. Product: [Pt+2:9].[CH2:19]([NH:18][CH2:10][CH2:11][CH2:12][CH2:13][CH2:14][CH2:15][CH2:16][CH3:17])[CH2:20][CH2:21][CH2:22][CH2:23][CH2:24][CH2:25][CH3:26]. The catalyst class is: 6. (3) Reactant: [CH3:1][C:2]1[N:3]([CH:18]([C:20](=[O:22])[CH3:21])[CH3:19])[C:4]2[C:9]([C:10]=1[C:11]([O:13][C:14]([CH3:17])([CH3:16])[CH3:15])=[O:12])=[CH:8][CH:7]=[CH:6][CH:5]=2.[CH3:23][C:24]1[CH:29]=[CH:28][C:27]([S:30](Cl)(=[O:32])=[O:31])=[CH:26][CH:25]=1.N12CCN(CC1)CC2.O. Product: [CH3:1][C:2]1[N:3]([CH:18]([CH:20]([O:22][S:30]([C:27]2[CH:28]=[CH:29][C:24]([CH3:23])=[CH:25][CH:26]=2)(=[O:32])=[O:31])[CH3:21])[CH3:19])[C:4]2[C:9]([C:10]=1[C:11]([O:13][C:14]([CH3:15])([CH3:17])[CH3:16])=[O:12])=[CH:8][CH:7]=[CH:6][CH:5]=2. The catalyst class is: 4. (4) Reactant: Cl.[CH3:2][C:3]1[CH:8]=[CH:7][C:6]([NH:9]N)=[CH:5][CH:4]=1.Br.Br[CH2:13][CH2:14][N:15]1[CH2:19][CH2:18][CH2:17][CH2:16]1.C(N(CC)CC)C.Cl.[CH3:28][N:29]1[CH2:34][CH2:33][C:32](=O)[CH2:31][CH2:30]1. Product: [CH3:28][N:29]1[CH2:34][CH2:33][C:32]2[N:9]([CH2:13][CH2:14][N:15]3[CH2:19][CH2:18][CH2:17][CH2:16]3)[C:6]3[CH:5]=[CH:4][C:3]([CH3:2])=[CH:8][C:7]=3[C:31]=2[CH2:30]1. The catalyst class is: 8. (5) Reactant: [CH2:1]([C:4]1[CH:13]=[CH:12][C:7]([C:8]([O:10][CH3:11])=[O:9])=[C:6]([CH3:14])[C:5]=1[OH:15])[CH:2]=[CH2:3].CC([O-])(C)C.[K+].C1COCC1.Cl. Product: [OH:15][C:5]1[C:6]([CH3:14])=[C:7]([CH:12]=[CH:13][C:4]=1[CH:1]=[CH:2][CH3:3])[C:8]([O:10][CH3:11])=[O:9]. The catalyst class is: 16. (6) Reactant: [OH:1][CH2:2][C@H:3]1[CH2:7][CH2:6][CH2:5][C@@H:4]1[NH:8][C:9](=[O:15])[O:10][C:11]([CH3:14])([CH3:13])[CH3:12].CC(OI1(OC(C)=O)(OC(C)=O)OC(=O)C2C=CC=CC1=2)=O. Product: [CH:2]([C@H:3]1[CH2:7][CH2:6][CH2:5][C@@H:4]1[NH:8][C:9](=[O:15])[O:10][C:11]([CH3:13])([CH3:12])[CH3:14])=[O:1]. The catalyst class is: 2. (7) Reactant: [NH:1]([C:30]([O:32][C:33]([CH3:36])([CH3:35])[CH3:34])=[O:31])[C@H:2]([C:18]([NH:20][C@H:21]([C:26]([O:28]C)=[O:27])[CH2:22][CH:23]([CH3:25])[CH3:24])=[O:19])[CH2:3][C:4]1[CH:9]=[CH:8][C:7]([O:10][CH2:11][C:12]2[CH:17]=[CH:16][CH:15]=[CH:14][CH:13]=2)=[CH:6][CH:5]=1.[Li+].[OH-]. Product: [NH:1]([C:30]([O:32][C:33]([CH3:35])([CH3:34])[CH3:36])=[O:31])[C@H:2]([C:18]([NH:20][C@H:21]([C:26]([OH:28])=[O:27])[CH2:22][CH:23]([CH3:25])[CH3:24])=[O:19])[CH2:3][C:4]1[CH:9]=[CH:8][C:7]([O:10][CH2:11][C:12]2[CH:17]=[CH:16][CH:15]=[CH:14][CH:13]=2)=[CH:6][CH:5]=1. The catalyst class is: 1.